This data is from Reaction yield outcomes from USPTO patents with 853,638 reactions. The task is: Predict the reaction yield, written as a fraction of the theoretical maximum amount of product (1.0 means a 100% yield; for example, 0.34 means a 34% yield). (1) The product is [CH3:9][N:8]([CH3:10])[C:6]1[C:5]([N+:11]([O-:13])=[O:12])=[CH:4][CH:3]=[C:2]([NH:27][CH2:26][C:25]2[CH:28]=[CH:29][C:22]([F:21])=[CH:23][CH:24]=2)[N:7]=1. The reactants are Cl[C:2]1[N:7]=[C:6]([N:8]([CH3:10])[CH3:9])[C:5]([N+:11]([O-:13])=[O:12])=[CH:4][CH:3]=1.C(N(CC)CC)C.[F:21][C:22]1[CH:29]=[CH:28][C:25]([CH2:26][NH2:27])=[CH:24][CH:23]=1. The yield is 1.00. The catalyst is CC#N.Cl. (2) The yield is 0.480. The catalyst is O1CCCC1. The product is [N:15]1[CH:16]=[CH:17][CH:18]=[CH:19][C:14]=1[O:13][CH2:12][C:9]1[N:10]=[CH:11][C:6]([CH:2]=[O:1])=[CH:7][CH:8]=1. The reactants are [O:1]1CCO[CH:2]1[C:6]1[CH:7]=[CH:8][C:9]([CH2:12][O:13][C:14]2[CH:19]=[CH:18][CH:17]=[CH:16][N:15]=2)=[N:10][CH:11]=1.CS(C)=O.Cl.[OH-].[Na+]. (3) The reactants are C(OC([NH:8][NH:9][C:10]([C:12]1[CH:13]=[CH:14][C:15]([CH3:31])=[C:16]([C:18]2[CH:23]=[CH:22][C:21]([C:24]([NH:26][CH2:27][CH:28]3[CH2:30][CH2:29]3)=[O:25])=[CH:20][CH:19]=2)[CH:17]=1)=[O:11])=O)(C)(C)C. The catalyst is FC(F)(F)C(O)=O. The product is [CH:28]1([CH2:27][NH:26][C:24]([C:21]2[CH:20]=[CH:19][C:18]([C:16]3[CH:17]=[C:12]([C:10]([NH:9][NH2:8])=[O:11])[CH:13]=[CH:14][C:15]=3[CH3:31])=[CH:23][CH:22]=2)=[O:25])[CH2:30][CH2:29]1. The yield is 0.610. (4) The reactants are [Cl:1][C:2]1[CH:3]=[C:4]([CH:8]=[CH:9][C:10]=1[Cl:11])[C:5](Cl)=[O:6].[NH2:12][C:13]1[CH:14]=[CH:15][C:16]([CH3:32])=[C:17]([NH:19][C:20]([C:22]2[CH:23]=[C:24]3[C:29](=[CH:30][CH:31]=2)[N:28]=[CH:27][CH:26]=[CH:25]3)=[O:21])[CH:18]=1. The catalyst is C(N(CC)CC)C. The product is [Cl:1][C:2]1[CH:3]=[C:4]([CH:8]=[CH:9][C:10]=1[Cl:11])[C:5]([NH:12][C:13]1[CH:14]=[CH:15][C:16]([CH3:32])=[C:17]([NH:19][C:20]([C:22]2[CH:23]=[C:24]3[C:29](=[CH:30][CH:31]=2)[N:28]=[CH:27][CH:26]=[CH:25]3)=[O:21])[CH:18]=1)=[O:6]. The yield is 0.570. (5) The reactants are [Cl-].[NH4+].[F:3][C:4]1[CH:5]=[C:6]([S:11][C:12]2[CH:13]=[C:14]3[C:20]([NH:21][C:22](=[O:33])[CH2:23][C:24]4[CH:29]=[CH:28][C:27]([N+:30]([O-])=O)=[CH:26][CH:25]=4)=[N:19][NH:18][C:15]3=[N:16][CH:17]=2)[CH:7]=[C:8]([F:10])[CH:9]=1. The catalyst is O.C(O)C.O.C(O)(=O)C.[Fe]. The product is [NH2:30][C:27]1[CH:28]=[CH:29][C:24]([CH2:23][C:22]([NH:21][C:20]2[C:14]3[C:15](=[N:16][CH:17]=[C:12]([S:11][C:6]4[CH:5]=[C:4]([F:3])[CH:9]=[C:8]([F:10])[CH:7]=4)[CH:13]=3)[NH:18][N:19]=2)=[O:33])=[CH:25][CH:26]=1. The yield is 0.0400.